The task is: Regression. Given two drug SMILES strings and cell line genomic features, predict the synergy score measuring deviation from expected non-interaction effect.. This data is from NCI-60 drug combinations with 297,098 pairs across 59 cell lines. (1) Drug 1: CC(C1=C(C=CC(=C1Cl)F)Cl)OC2=C(N=CC(=C2)C3=CN(N=C3)C4CCNCC4)N. Drug 2: C(CC(=O)O)C(=O)CN.Cl. Cell line: HT29. Synergy scores: CSS=-3.63, Synergy_ZIP=-2.35, Synergy_Bliss=-11.3, Synergy_Loewe=-16.4, Synergy_HSA=-12.6. (2) Drug 1: C1=NNC2=C1C(=O)NC=N2. Drug 2: CC12CCC3C(C1CCC2OP(=O)(O)O)CCC4=C3C=CC(=C4)OC(=O)N(CCCl)CCCl.[Na+]. Cell line: HCC-2998. Synergy scores: CSS=13.1, Synergy_ZIP=4.00, Synergy_Bliss=7.08, Synergy_Loewe=5.70, Synergy_HSA=5.77. (3) Drug 1: COC1=CC(=CC(=C1O)OC)C2C3C(COC3=O)C(C4=CC5=C(C=C24)OCO5)OC6C(C(C7C(O6)COC(O7)C8=CC=CS8)O)O. Drug 2: C1=CN(C(=O)N=C1N)C2C(C(C(O2)CO)O)O.Cl. Cell line: SF-268. Synergy scores: CSS=47.0, Synergy_ZIP=2.20, Synergy_Bliss=4.43, Synergy_Loewe=4.71, Synergy_HSA=7.56. (4) Drug 2: CN1C2=C(C=C(C=C2)N(CCCl)CCCl)N=C1CCCC(=O)O.Cl. Drug 1: COC1=C(C=C2C(=C1)N=CN=C2NC3=CC(=C(C=C3)F)Cl)OCCCN4CCOCC4. Synergy scores: CSS=11.9, Synergy_ZIP=-3.08, Synergy_Bliss=-0.188, Synergy_Loewe=1.18, Synergy_HSA=1.69. Cell line: SNB-19.